From a dataset of Full USPTO retrosynthesis dataset with 1.9M reactions from patents (1976-2016). Predict the reactants needed to synthesize the given product. (1) Given the product [Cl:1][C:2]1[CH:3]=[C:4]([C:9]2([C:22]([F:25])([F:24])[F:23])[O:13][N:12]=[C:11]([C:14]3[CH:21]=[CH:20][C:17]([CH:18]([NH:26][CH2:27][C:28]4[CH:33]=[CH:32][CH:31]=[CH:30][N:29]=4)[C:38]#[N:39])=[CH:16][CH:15]=3)[CH2:10]2)[CH:5]=[C:6]([Cl:8])[CH:7]=1, predict the reactants needed to synthesize it. The reactants are: [Cl:1][C:2]1[CH:3]=[C:4]([C:9]2([C:22]([F:25])([F:24])[F:23])[O:13][N:12]=[C:11]([C:14]3[CH:21]=[CH:20][C:17]([CH:18]=O)=[CH:16][CH:15]=3)[CH2:10]2)[CH:5]=[C:6]([Cl:8])[CH:7]=1.[NH2:26][CH2:27][C:28]1[CH:33]=[CH:32][CH:31]=[CH:30][N:29]=1.C[Si]([C:38]#[N:39])(C)C.Cl([O-])(=O)(=O)=O.[Li+]. (2) The reactants are: FC1C(O[C:9](=[O:15])[CH2:10][S:11][C:12](=[O:14])[CH3:13])=C(F)C(F)=C(F)C=1F.[NH2:20][C@H:21]([C:30]([OH:32])=[O:31])[CH2:22][C:23](=[O:29])[O:24][C:25]([CH3:28])([CH3:27])[CH3:26].C(N(CC)CC)C. Given the product [C:25]([O:24][C:23](=[O:29])[CH2:22][CH:21]([NH:20][C:9](=[O:15])[CH2:10][S:11][C:12](=[O:14])[CH3:13])[C:30]([OH:32])=[O:31])([CH3:28])([CH3:26])[CH3:27], predict the reactants needed to synthesize it. (3) Given the product [C:9]([O:13][C:14](=[O:15])[NH:1][C:2]1[CH:7]=[CH:6][CH:5]=[C:4]([OH:8])[CH:3]=1)([CH3:12])([CH3:11])[CH3:10], predict the reactants needed to synthesize it. The reactants are: [NH2:1][C:2]1[CH:3]=[C:4]([OH:8])[CH:5]=[CH:6][CH:7]=1.[C:9]([O:13][C:14](O[C:14]([O:13][C:9]([CH3:12])([CH3:11])[CH3:10])=[O:15])=[O:15])([CH3:12])([CH3:11])[CH3:10]. (4) Given the product [C:1]([C:5]1[CH:10]=[CH:9][C:8]([NH:11][C:12]2[CH:17]=[CH:16][C:15]([O:18][C:19]3[C:28]4[C:23](=[CH:24][C:25]([O:31][CH2:32][CH2:33][CH2:34][N:57]5[CH2:55][CH2:54][O:53][CH2:50][CH2:51]5)=[C:26]([O:29][CH3:30])[CH:27]=4)[N:22]=[CH:21][CH:20]=3)=[CH:14][CH:13]=2)=[CH:7][CH:6]=1)([CH3:4])([CH3:3])[CH3:2], predict the reactants needed to synthesize it. The reactants are: [C:1]([C:5]1[CH:10]=[CH:9][C:8]([NH:11][C:12]2[CH:17]=[CH:16][C:15]([O:18][C:19]3[C:28]4[C:23](=[CH:24][C:25]([O:31][CH2:32][CH2:33][CH2:34]Cl)=[C:26]([O:29][CH3:30])[CH:27]=4)[N:22]=[CH:21][CH:20]=3)=[CH:14][CH:13]=2)=[CH:7][CH:6]=1)([CH3:4])([CH3:3])[CH3:2].C(C1C=CC(B(O)O)=CC=1)(C)(C)C.O.[C:50]([O:53][CH2:54][CH3:55])(=O)[CH3:51].C[N:57](C)C=O. (5) Given the product [CH2:29]([N:1]1[C:10]2[C:5](=[CH:6][CH:7]=[CH:8][CH:9]=2)[CH2:4][CH2:3][CH:2]1[CH2:11][NH:12][C:13]([NH:15][C:16]1[CH:24]=[CH:23][CH:22]=[C:21]2[C:17]=1[CH:18]=[N:19][N:20]2[C:25]([O:27][CH3:28])=[O:26])=[O:14])[C:30]1[CH:35]=[CH:34][CH:33]=[CH:32][CH:31]=1, predict the reactants needed to synthesize it. The reactants are: [NH:1]1[C:10]2[C:5](=[CH:6][CH:7]=[CH:8][CH:9]=2)[CH2:4][CH2:3][CH:2]1[CH2:11][NH:12][C:13]([NH:15][C:16]1[CH:24]=[CH:23][CH:22]=[C:21]2[C:17]=1[CH:18]=[N:19][N:20]2[C:25]([O:27][CH3:28])=[O:26])=[O:14].[CH2:29](Br)[C:30]1[CH:35]=[CH:34][CH:33]=[CH:32][CH:31]=1.C(=O)([O-])[O-].[K+].[K+]. (6) Given the product [CH3:1][O:2][C:3]1[CH:8]=[C:7]([O:9][CH3:10])[CH:6]=[CH:5][C:4]=1[C:11]1[CH:12]=[N:13][NH:17][N:16]=1, predict the reactants needed to synthesize it. The reactants are: [CH3:1][O:2][C:3]1[CH:8]=[C:7]([O:9][CH3:10])[CH:6]=[CH:5][C:4]=1[CH:11]=[CH:12][N+:13]([O-])=O.[N:16]([Si](C)(C)C)=[N+:17]=[N-].CN(C=O)C.[F-].C([N+](CCCC)(CCCC)CCCC)CCC. (7) Given the product [CH:34]1([C@:32]([OH:33])([CH3:37])[CH2:31][NH:30][C:11](=[O:29])[C:12]2[CH:17]=[C:16]([C:18]3[CH:19]=[CH:20][C:21]([C:24]([F:25])([F:26])[F:27])=[CH:22][CH:23]=3)[C:15]([CH2:2][CH2:1][C:3]3[CH:8]=[CH:7][CH:6]=[CH:5][N:4]=3)=[N:14][CH:13]=2)[CH2:36][CH2:35]1, predict the reactants needed to synthesize it. The reactants are: [C:1]([C:3]1[CH:8]=[CH:7][CH:6]=[CH:5][N:4]=1)#[CH:2].CO[C:11](=[O:29])[C:12]1[CH:17]=[C:16]([C:18]2[CH:23]=[CH:22][C:21]([C:24]([F:27])([F:26])[F:25])=[CH:20][CH:19]=2)[C:15](Cl)=[N:14][CH:13]=1.[NH2:30][CH2:31][C@@:32]([CH3:37])([CH:34]1[CH2:36][CH2:35]1)[OH:33]. (8) Given the product [CH2:23]([O:22][C:18](=[O:21])/[CH:19]=[CH:20]/[C:8]1[CH:7]=[N:6][N:5]([CH2:4][CH:1]2[CH2:3][CH2:2]2)[CH:9]=1)[CH3:24], predict the reactants needed to synthesize it. The reactants are: [CH:1]1([CH2:4][N:5]2[CH:9]=[C:8](I)[CH:7]=[N:6]2)[CH2:3][CH2:2]1.CCN(CC)CC.[C:18]([O:22][CH2:23][CH3:24])(=[O:21])[CH:19]=[CH2:20].